Dataset: NCI-60 drug combinations with 297,098 pairs across 59 cell lines. Task: Regression. Given two drug SMILES strings and cell line genomic features, predict the synergy score measuring deviation from expected non-interaction effect. (1) Drug 1: COC1=C(C=C2C(=C1)N=CN=C2NC3=CC(=C(C=C3)F)Cl)OCCCN4CCOCC4. Drug 2: CC12CCC3C(C1CCC2OP(=O)(O)O)CCC4=C3C=CC(=C4)OC(=O)N(CCCl)CCCl.[Na+]. Cell line: ACHN. Synergy scores: CSS=34.6, Synergy_ZIP=-8.26, Synergy_Bliss=-6.59, Synergy_Loewe=-35.7, Synergy_HSA=-5.11. (2) Drug 1: CNC(=O)C1=CC=CC=C1SC2=CC3=C(C=C2)C(=NN3)C=CC4=CC=CC=N4. Drug 2: COCCOC1=C(C=C2C(=C1)C(=NC=N2)NC3=CC=CC(=C3)C#C)OCCOC.Cl. Cell line: A498. Synergy scores: CSS=25.6, Synergy_ZIP=1.04, Synergy_Bliss=10.9, Synergy_Loewe=10.4, Synergy_HSA=13.3. (3) Drug 1: CCC1(CC2CC(C3=C(CCN(C2)C1)C4=CC=CC=C4N3)(C5=C(C=C6C(=C5)C78CCN9C7C(C=CC9)(C(C(C8N6C=O)(C(=O)OC)O)OC(=O)C)CC)OC)C(=O)OC)O.OS(=O)(=O)O. Synergy scores: CSS=42.1, Synergy_ZIP=0.859, Synergy_Bliss=-2.19, Synergy_Loewe=-1.58, Synergy_HSA=-2.24. Drug 2: CC12CCC3C(C1CCC2OP(=O)(O)O)CCC4=C3C=CC(=C4)OC(=O)N(CCCl)CCCl.[Na+]. Cell line: TK-10. (4) Drug 1: COC1=NC(=NC2=C1N=CN2C3C(C(C(O3)CO)O)O)N. Drug 2: CS(=O)(=O)CCNCC1=CC=C(O1)C2=CC3=C(C=C2)N=CN=C3NC4=CC(=C(C=C4)OCC5=CC(=CC=C5)F)Cl. Cell line: U251. Synergy scores: CSS=-6.47, Synergy_ZIP=1.09, Synergy_Bliss=-4.17, Synergy_Loewe=-12.8, Synergy_HSA=-10.5. (5) Drug 1: C1CCC(C(C1)N)N.C(=O)(C(=O)[O-])[O-].[Pt+4]. Drug 2: C(CN)CNCCSP(=O)(O)O. Cell line: OVCAR-8. Synergy scores: CSS=9.24, Synergy_ZIP=-6.02, Synergy_Bliss=-0.369, Synergy_Loewe=-14.4, Synergy_HSA=-0.304. (6) Cell line: HOP-92. Drug 2: COC1=NC(=NC2=C1N=CN2C3C(C(C(O3)CO)O)O)N. Synergy scores: CSS=0.912, Synergy_ZIP=0.656, Synergy_Bliss=0.256, Synergy_Loewe=-4.23, Synergy_HSA=-3.57. Drug 1: CN(C)C1=NC(=NC(=N1)N(C)C)N(C)C. (7) Drug 1: CC1=C(C=C(C=C1)NC(=O)C2=CC=C(C=C2)CN3CCN(CC3)C)NC4=NC=CC(=N4)C5=CN=CC=C5. Drug 2: CC1C(C(CC(O1)OC2CC(OC(C2O)C)OC3=CC4=CC5=C(C(=O)C(C(C5)C(C(=O)C(C(C)O)O)OC)OC6CC(C(C(O6)C)O)OC7CC(C(C(O7)C)O)OC8CC(C(C(O8)C)O)(C)O)C(=C4C(=C3C)O)O)O)O. Cell line: HCC-2998. Synergy scores: CSS=49.0, Synergy_ZIP=1.34, Synergy_Bliss=-4.56, Synergy_Loewe=-36.7, Synergy_HSA=-8.07. (8) Drug 1: CC1C(C(=O)NC(C(=O)N2CCCC2C(=O)N(CC(=O)N(C(C(=O)O1)C(C)C)C)C)C(C)C)NC(=O)C3=C4C(=C(C=C3)C)OC5=C(C(=O)C(=C(C5=N4)C(=O)NC6C(OC(=O)C(N(C(=O)CN(C(=O)C7CCCN7C(=O)C(NC6=O)C(C)C)C)C)C(C)C)C)N)C. Drug 2: C1C(C(OC1N2C=NC3=C(N=C(N=C32)Cl)N)CO)O. Cell line: MALME-3M. Synergy scores: CSS=34.7, Synergy_ZIP=-10.9, Synergy_Bliss=-6.29, Synergy_Loewe=-1.98, Synergy_HSA=-1.89. (9) Drug 1: CC1=C(C(=O)C2=C(C1=O)N3CC4C(C3(C2COC(=O)N)OC)N4)N. Drug 2: C1C(C(OC1N2C=NC(=NC2=O)N)CO)O. Cell line: MALME-3M. Synergy scores: CSS=20.3, Synergy_ZIP=-0.0674, Synergy_Bliss=2.83, Synergy_Loewe=1.74, Synergy_HSA=1.32. (10) Drug 1: C1=C(C(=O)NC(=O)N1)N(CCCl)CCCl. Drug 2: C(CCl)NC(=O)N(CCCl)N=O. Cell line: UO-31. Synergy scores: CSS=15.5, Synergy_ZIP=-5.44, Synergy_Bliss=-2.51, Synergy_Loewe=-5.37, Synergy_HSA=-2.08.